Task: Predict which catalyst facilitates the given reaction.. Dataset: Catalyst prediction with 721,799 reactions and 888 catalyst types from USPTO (1) Reactant: [NH2:1][C@@H:2]([C:10]([OH:12])=[O:11])[CH2:3][C:4]1[CH:9]=[CH:8][CH:7]=[CH:6][CH:5]=1.C([O-])(O)=O.[Na+].[Cl:18][C:19]1[CH:24]=[CH:23][C:22]([S:25](Cl)(=[O:27])=[O:26])=[CH:21][CH:20]=1. Product: [Cl:18][C:19]1[CH:24]=[CH:23][C:22]([S:25]([NH:1][C@H:2]([C:10]([OH:12])=[O:11])[CH2:3][C:4]2[CH:9]=[CH:8][CH:7]=[CH:6][CH:5]=2)(=[O:27])=[O:26])=[CH:21][CH:20]=1. The catalyst class is: 6. (2) Reactant: [C:1]([O:5][C:6]([N:8]1[CH2:13][C:12](=O)[N:11]([C:15]2[CH:20]=[CH:19][CH:18]=[CH:17][C:16]=2[O:21][CH2:22][CH2:23][CH2:24][O:25][CH3:26])[CH2:10][C:9]1([CH3:28])[CH3:27])=[O:7])([CH3:4])([CH3:3])[CH3:2].[OH-].[Na+].O. Product: [C:1]([O:5][C:6]([N:8]1[CH2:13][CH2:12][N:11]([C:15]2[CH:20]=[CH:19][CH:18]=[CH:17][C:16]=2[O:21][CH2:22][CH2:23][CH2:24][O:25][CH3:26])[CH2:10][C:9]1([CH3:28])[CH3:27])=[O:7])([CH3:4])([CH3:3])[CH3:2]. The catalyst class is: 7. (3) Reactant: N1C2C(=NC=CC=2)N([O:10][C:11]2[C:12]3[CH:19]=[CH:18][S:17][C:13]=3[N:14]=[CH:15][N:16]=2)N=1.[C:20]([C:22]1[CH:23]=[C:24](B(O)O)[CH:25]=[CH:26][CH:27]=1)#[N:21].C([O-])([O-])=O.[Cs+].[Cs+]. Product: [N:14]1[C:13]2[S:17][CH:18]=[CH:19][C:12]=2[C:11]([O:10][C:26]2[CH:27]=[C:22]([CH:23]=[CH:24][CH:25]=2)[C:20]#[N:21])=[N:16][CH:15]=1. The catalyst class is: 104. (4) Reactant: [CH:1]1([N:8]2[C:16]3[C:11](=[CH:12][C:13]([CH:17]([C:24]4[CH:29]=[CH:28][CH:27]=[CH:26][CH:25]=4)[C:18]([CH3:23])([CH3:22])[C:19](O)=O)=[CH:14][CH:15]=3)[CH:10]=[N:9]2)[CH2:7][CH2:6][CH2:5][CH2:4][CH2:3][CH2:2]1.[N:30]1C=CC=CC=1.N1C(F)=NC(F)=NC=1F.[H-].[H-].[H-].[H-].[Li+].[Al+3]. Product: [CH:1]1([N:8]2[C:16]3[C:11](=[CH:12][C:13]([CH:17]([C:24]4[CH:29]=[CH:28][CH:27]=[CH:26][CH:25]=4)[C:18]([CH3:23])([CH3:22])[CH2:19][NH2:30])=[CH:14][CH:15]=3)[CH:10]=[N:9]2)[CH2:7][CH2:6][CH2:5][CH2:4][CH2:3][CH2:2]1. The catalyst class is: 2.